From a dataset of Catalyst prediction with 721,799 reactions and 888 catalyst types from USPTO. Predict which catalyst facilitates the given reaction. (1) Reactant: [OH:1][CH2:2][CH2:3][C:4]1[C:5]([OH:11])=[N:6][C:7]([OH:10])=[N:8][CH:9]=1.[C:12]([O:15]C(=O)C)(=[O:14])[CH3:13].N1C=CC=CC=1. Product: [CH3:13][C:12]([O-:15])=[O:14].[C:12]([O:1][CH2:2][CH2:3][C:4]1[C:5]([OH:11])=[N:6][C:7]([OH:10])=[N:8][CH:9]=1)(=[O:14])[CH3:13]. The catalyst class is: 6. (2) Reactant: [C:1]([C:3]1[CH:8]=[CH:7][C:6]([O:9][CH3:10])=[CH:5][CH:4]=1)#[CH:2].C([Li])CCC.B(F)(F)F.[CH3:20][CH2:21][O:22]CC.C(OC(=O)C)(=O)C.[OH-].[Na+]. Product: [CH3:10][O:9][C:6]1[CH:7]=[CH:8][C:3]([C:1]#[C:2][C:21](=[O:22])[CH3:20])=[CH:4][CH:5]=1. The catalyst class is: 7. (3) Reactant: [CH3:1][C:2]1[N:3]=[C:4]([NH:7][C:8]2[N:13]=[CH:12][C:11](/[CH:14]=[CH:15]/[C:16]([O:18][CH3:19])=[O:17])=[CH:10][C:9]=2[O:20][C:21]2[CH:26]=[CH:25][CH:24]=[CH:23][CH:22]=2)[S:5][CH:6]=1.CC1C=CC(S(NN)(=O)=O)=CC=1. Product: [CH3:1][C:2]1[N:3]=[C:4]([NH:7][C:8]2[N:13]=[CH:12][C:11]([CH2:14][CH2:15][C:16]([O:18][CH3:19])=[O:17])=[CH:10][C:9]=2[O:20][C:21]2[CH:22]=[CH:23][CH:24]=[CH:25][CH:26]=2)[S:5][CH:6]=1. The catalyst class is: 11. (4) Reactant: [CH3:1][C:2]1[C:7]([O:8][C:9]2[CH:14]=[CH:13][N:12]=[C:11]([NH:15][C:16]3[CH:21]=[CH:20][CH:19]=[C:18]([CH2:22][N:23]4[CH2:28][CH2:27][NH:26][CH2:25][CH2:24]4)[CH:17]=3)[CH:10]=2)=[CH:6][CH:5]=[C:4]([CH3:29])[N:3]=1.Cl[CH2:31][C:32]([NH:34][CH:35]1[CH2:37][CH2:36]1)=[O:33].C(N(C)CC)C. Product: [CH:35]1([NH:34][C:32](=[O:33])[CH2:31][N:26]2[CH2:27][CH2:28][N:23]([CH2:22][C:18]3[CH:19]=[CH:20][CH:21]=[C:16]([NH:15][C:11]4[CH:10]=[C:9]([O:8][C:7]5[C:2]([CH3:1])=[N:3][C:4]([CH3:29])=[CH:5][CH:6]=5)[CH:14]=[CH:13][N:12]=4)[CH:17]=3)[CH2:24][CH2:25]2)[CH2:37][CH2:36]1. The catalyst class is: 2. (5) Reactant: [C:1]([C:5]1[CH:6]=[CH:7][C:8]([C:13]2[O:14][CH2:15][C:16]([CH3:19])([CH3:18])[N:17]=2)=[C:9]([CH:12]=1)[CH:10]=[O:11])([CH3:4])([CH3:3])[CH3:2].C1(C)C=CC(S([O-])(=O)=O)=CC=1.[NH+]1C=CC=CC=1.[CH2:37](O)[CH2:38][CH2:39][OH:40]. Product: [C:1]([C:5]1[CH:6]=[CH:7][C:8]([C:13]2[O:14][CH2:15][C:16]([CH3:19])([CH3:18])[N:17]=2)=[C:9]([CH:10]2[O:40][CH2:39][CH2:38][CH2:37][O:11]2)[CH:12]=1)([CH3:4])([CH3:2])[CH3:3]. The catalyst class is: 11.